From a dataset of Peptide-MHC class I binding affinity with 185,985 pairs from IEDB/IMGT. Regression. Given a peptide amino acid sequence and an MHC pseudo amino acid sequence, predict their binding affinity value. This is MHC class I binding data. (1) The peptide sequence is QVPLRPMTYK. The MHC is HLA-B42:01 with pseudo-sequence HLA-B42:01. The binding affinity (normalized) is 0. (2) The peptide sequence is ASTNRQSGR. The MHC is HLA-A02:03 with pseudo-sequence HLA-A02:03. The binding affinity (normalized) is 0.116. (3) The peptide sequence is ELNRVTQDF. The MHC is HLA-B27:05 with pseudo-sequence HLA-B27:05. The binding affinity (normalized) is 0.